Task: Predict the reaction yield, written as a fraction of the theoretical maximum amount of product (1.0 means a 100% yield; for example, 0.34 means a 34% yield).. Dataset: Reaction yield outcomes from USPTO patents with 853,638 reactions The reactants are CS([O:5][CH2:6][CH2:7][CH2:8][CH2:9][C:10]1[O:14][N:13]=[C:12]([C:15]2[CH:20]=[CH:19][C:18]([C:21]([F:24])([F:23])[F:22])=[CH:17][CH:16]=2)[CH:11]=1)(=O)=O.[I-].[Na+].O[C:28]1[CH:37]=[CH:36][C:31]([C:32]([O:34]C)=[O:33])=[CH:30][CH:29]=1.C(=O)([O-])[O-].[K+].[K+].Cl. The catalyst is CN(C)C=O. The product is [F:22][C:21]([F:24])([F:23])[C:18]1[CH:19]=[CH:20][C:15]([C:12]2[CH:11]=[C:10]([CH2:9][CH2:8][CH2:7][CH2:6][O:5][C:28]3[CH:37]=[CH:36][C:31]([C:32]([OH:34])=[O:33])=[CH:30][CH:29]=3)[O:14][N:13]=2)=[CH:16][CH:17]=1. The yield is 0.810.